Predict which catalyst facilitates the given reaction. From a dataset of Catalyst prediction with 721,799 reactions and 888 catalyst types from USPTO. (1) Reactant: [CH2:1]([NH2:4])[CH:2]=[CH2:3].C(N(CC)CC)C.[F:12][C:13]1[CH:18]=[C:17]([S:19][C:20]([F:23])([F:22])[F:21])[CH:16]=[CH:15][C:14]=1[N:24]([CH3:28])[C:25](Cl)=[O:26]. Product: [CH2:1]([NH:4][C:25](=[O:26])[N:24]([C:14]1[CH:15]=[CH:16][C:17]([S:19][C:20]([F:21])([F:22])[F:23])=[CH:18][C:13]=1[F:12])[CH3:28])[CH:2]=[CH2:3]. The catalyst class is: 282. (2) The catalyst class is: 8. Product: [CH2:1]([N:3]([CH2:19][CH3:20])[CH2:4][CH2:5][N:6]1[CH2:11][CH2:10][C:9]2[NH:12][C:13]([CH:16]=[C:25]3[C:24]4[C:28](=[CH:29][CH:30]=[C:22]([F:21])[CH:23]=4)[NH:27][C:26]3=[O:31])=[C:14]([CH3:15])[C:8]=2[C:7]1=[O:18])[CH3:2]. Reactant: [CH2:1]([N:3]([CH2:19][CH3:20])[CH2:4][CH2:5][N:6]1[CH2:11][CH2:10][C:9]2[NH:12][C:13]([CH:16]=O)=[C:14]([CH3:15])[C:8]=2[C:7]1=[O:18])[CH3:2].[F:21][C:22]1[CH:23]=[C:24]2[C:28](=[CH:29][CH:30]=1)[NH:27][C:26](=[O:31])[CH2:25]2.N1CCCCC1. (3) Reactant: [OH:1][C:2]1[C:3]([C:8]2[CH:13]=[CH:12][CH:11]=[CH:10][CH:9]=2)=[N:4][CH:5]=[CH:6][CH:7]=1.[CH2:14]([Br:21])[C:15]1[CH:20]=[CH:19][CH:18]=[CH:17][CH:16]=1. Product: [Br-:21].[CH2:14]([N+:4]1[CH:5]=[CH:6][CH:7]=[C:2]([OH:1])[C:3]=1[C:8]1[CH:9]=[CH:10][CH:11]=[CH:12][CH:13]=1)[C:15]1[CH:20]=[CH:19][CH:18]=[CH:17][CH:16]=1. The catalyst class is: 11. (4) Reactant: B(Br)(Br)Br.C[O:6][C:7]1[CH:8]=[C:9]([C:13]2[C:22]3[CH:21]=[CH:20][CH:19]=[CH:18][C:17]=3[C:16]3[NH:23][N:24]=[C:25]([CH3:26])[C:15]=3[N:14]=2)[CH:10]=[CH:11][CH:12]=1. The catalyst class is: 2. Product: [CH3:26][C:25]1[C:15]2[N:14]=[C:13]([C:9]3[CH:8]=[C:7]([OH:6])[CH:12]=[CH:11][CH:10]=3)[C:22]3[CH:21]=[CH:20][CH:19]=[CH:18][C:17]=3[C:16]=2[NH:23][N:24]=1. (5) Reactant: C([O:3][C:4](=[O:30])[C:5]1[CH:10]=[CH:9][CH:8]=[C:7]([C:11]2[CH2:15][CH2:14][CH2:13][C:12]=2[C:16]2[CH:21]=[CH:20][CH:19]=[CH:18][C:17]=2[O:22][CH2:23][C:24]2[CH:29]=[CH:28][CH:27]=[CH:26][CH:25]=2)[CH:6]=1)C. Product: [CH2:23]([O:22][C:17]1[CH:18]=[CH:19][CH:20]=[CH:21][C:16]=1[C:12]1[CH2:13][CH2:14][CH2:15][C:11]=1[C:7]1[CH:6]=[C:5]([CH:10]=[CH:9][CH:8]=1)[C:4]([OH:30])=[O:3])[C:24]1[CH:25]=[CH:26][CH:27]=[CH:28][CH:29]=1. The catalyst class is: 5. (6) Product: [CH3:19][C:20]1([CH3:34])[CH2:25][CH2:24][C:23]2[CH:26]=[C:27]([S:30]([N:1]3[C:9]4[C:4](=[CH:5][CH:6]=[CH:7][CH:8]=4)[CH2:3][C@H:2]3[C:10]([OH:12])=[O:11])(=[O:32])=[O:31])[CH:28]=[CH:29][C:22]=2[O:21]1. Reactant: [NH:1]1[C:9]2[C:4](=[CH:5][CH:6]=[CH:7][CH:8]=2)[CH2:3][C@H:2]1[C:10]([OH:12])=[O:11].C(=O)([O-])[O-].[K+].[K+].[CH3:19][C:20]1([CH3:34])[CH2:25][CH2:24][C:23]2[CH:26]=[C:27]([S:30](Cl)(=[O:32])=[O:31])[CH:28]=[CH:29][C:22]=2[O:21]1. The catalyst class is: 192. (7) Reactant: C(O)(C(F)(F)F)=O.[CH2:8]([NH:10][CH2:11]/[CH:12]=[CH:13]\[C:14]1[CH:19]=[C:18]([F:20])[CH:17]=[CH:16][C:15]=1[S:21]([N:24]([C:33]1[C:42]([C:43]([O:45][CH3:46])=[O:44])=[C:41]2[C:36]([C:37]3[CH:49]=[CH:48][O:47][C:38]=3[CH2:39][O:40]2)=[CH:35][CH:34]=1)COCC[Si](C)(C)C)(=[O:23])=[O:22])[CH3:9].C(=O)([O-])[O-].[K+].[K+]. Product: [CH2:8]([NH:10][CH2:11]/[CH:12]=[CH:13]\[C:14]1[CH:19]=[C:18]([F:20])[CH:17]=[CH:16][C:15]=1[S:21]([NH:24][C:33]1[C:42]([C:43]([O:45][CH3:46])=[O:44])=[C:41]2[C:36]([C:37]3[CH:49]=[CH:48][O:47][C:38]=3[CH2:39][O:40]2)=[CH:35][CH:34]=1)(=[O:23])=[O:22])[CH3:9]. The catalyst class is: 2. (8) Reactant: [CH2:1]([O:3][C:4]([C:6]1[N:7]([CH2:12][CH3:13])[CH:8]=[C:9](I)[CH:10]=1)=[O:5])[CH3:2].CCN(CC)CC.[C:21]([C:23]1[CH:28]=[CH:27][CH:26]=[C:25]([O:29][CH3:30])[CH:24]=1)#[CH:22]. Product: [CH2:1]([O:3][C:4]([C:6]1[N:7]([CH2:12][CH3:13])[CH:8]=[C:9]([C:22]#[C:21][C:23]2[CH:28]=[CH:27][CH:26]=[C:25]([O:29][CH3:30])[CH:24]=2)[CH:10]=1)=[O:5])[CH3:2]. The catalyst class is: 767. (9) Reactant: [Cl:1][C:2]1[CH:7]=[CH:6][C:5]([O:8][CH3:9])=[CH:4][C:3]=1Br.[Li]CCCC.[C:16](=[O:18])=[O:17]. Product: [Cl:1][C:2]1[CH:7]=[CH:6][C:5]([O:8][CH3:9])=[CH:4][C:3]=1[C:16]([OH:18])=[O:17]. The catalyst class is: 1. (10) Reactant: C[O:2][C:3]1[CH:21]=[CH:20][C:6]([C:7]([NH:9][C:10]2[S:11][C:12]3[CH:18]=[C:17]([CH3:19])[CH:16]=[CH:15][C:13]=3[N:14]=2)=[O:8])=[CH:5][CH:4]=1.Br. Product: [OH:2][C:3]1[CH:21]=[CH:20][C:6]([C:7]([NH:9][C:10]2[S:11][C:12]3[CH:18]=[C:17]([CH3:19])[CH:16]=[CH:15][C:13]=3[N:14]=2)=[O:8])=[CH:5][CH:4]=1. The catalyst class is: 6.